From a dataset of Forward reaction prediction with 1.9M reactions from USPTO patents (1976-2016). Predict the product of the given reaction. (1) Given the reactants Br[C:2]1[N:6]([CH:7]([CH3:9])[CH3:8])[C:5]2[CH:10]([C:23]3[CH:30]=[CH:29][C:26]([C:27]#[N:28])=[CH:25][CH:24]=3)[N:11]([C:14]3[CH:19]=[C:18]([Cl:20])[C:17](=[O:21])[N:16]([CH3:22])[CH:15]=3)[C:12](=[O:13])[C:4]=2[CH:3]=1.[CH3:31][O:32][C:33]1[N:38]=[C:37]([O:39][CH3:40])[C:36](B(O)O)=[CH:35][N:34]=1.BrC1N(C(C)C)C2C(C3C=CC(Cl)=CC=3)N(C3C=C(Cl)C=CC=3C)C(=O)C=2C=1.COC1C(B2OC(C)(C)C(C)(C)O2)=CN=C(N)N=1, predict the reaction product. The product is: [Cl:20][C:18]1[C:17](=[O:21])[N:16]([CH3:22])[CH:15]=[C:14]([N:11]2[C:12](=[O:13])[C:4]3[CH:3]=[C:2]([C:36]4[C:37]([O:39][CH3:40])=[N:38][C:33]([O:32][CH3:31])=[N:34][CH:35]=4)[N:6]([CH:7]([CH3:9])[CH3:8])[C:5]=3[CH:10]2[C:23]2[CH:30]=[CH:29][C:26]([C:27]#[N:28])=[CH:25][CH:24]=2)[CH:19]=1. (2) Given the reactants [C:1]([NH:8][CH2:9][CH2:10][NH2:11])([O:3][C:4]([CH3:7])([CH3:6])[CH3:5])=[O:2].[CH3:12][C:13](=[CH2:17])[C:14](=O)[CH3:15].C(N(CC)CC)C.Cl[C:26]([O:28][CH2:29][C:30]1[CH:35]=[CH:34][CH:33]=[CH:32][CH:31]=1)=[O:27].Cl.O1CCOCC1.[BH-](OC(C)=O)(OC(C)=O)OC(C)=O.[Na+].CC(OC(OC(OC(C)(C)C)=O)=O)(C)C.C(O)(=O)CC(CC(O)=O)(C(O)=O)O, predict the reaction product. The product is: [CH3:15][CH:14]1[CH:13]([CH3:17])[CH2:12][N:11]([C:26]([O:28][CH2:29][C:30]2[CH:35]=[CH:34][CH:33]=[CH:32][CH:31]=2)=[O:27])[CH2:10][CH2:9][N:8]1[C:1]([O:3][C:4]([CH3:5])([CH3:6])[CH3:7])=[O:2]. (3) Given the reactants [C:1]([O:4][C:5]1[C:10]([CH3:11])=[CH:9][C:8]([OH:12])=[C:7]([C:13](=[O:15])[CH3:14])[C:6]=1[CH3:16])(=[O:3])[CH3:2].[C:17]1(=O)[CH2:20][CH2:19][CH2:18]1.N1[CH2:26][CH2:25][CH2:24][CH2:23]1.O, predict the reaction product. The product is: [C:1]([O:4][C:5]1[C:6]([CH3:16])=[C:7]2[C:8](=[CH:9][C:10]=1[CH3:11])[O:12][C:17]1([CH2:20][CH2:19][CH2:18]1)[CH2:14][C:13]2=[O:15])(=[O:3])[CH3:2].[OH:4][C:5]1[C:6]([CH3:16])=[C:7]2[C:8](=[CH:9][C:10]=1[CH3:11])[O:12][C:23]1([CH2:26][CH2:25][CH2:24]1)[CH2:14][C:13]2=[O:15]. (4) Given the reactants [OH:1][C:2]1[CH:9]=[CH:8][C:5]([CH2:6][NH2:7])=[CH:4][CH:3]=1.[O:10](C(OC(C)(C)C)=O)[C:11]([O:13][C:14]([CH3:17])([CH3:16])[CH3:15])=O.C(N(CC)CC)C.O, predict the reaction product. The product is: [OH:1][C:2]1[CH:9]=[CH:8][C:5]([CH2:6][NH:7][C:11](=[O:10])[O:13][C:14]([CH3:17])([CH3:16])[CH3:15])=[CH:4][CH:3]=1. (5) Given the reactants C1C=CC2N(CCC(O)=O)C3CC[C@@H](NS(C4C=CC(F)=CC=4)(=O)=O)CC=3C=2C=1.[F:30][C:31]1[CH:36]=[CH:35][C:34]([S:37]([N:40]([C@H:42]2[CH2:50][CH2:49][C:48]3[N:47]([CH2:51][C:52]([OH:54])=[O:53])[C:46]4[CH:55]=[CH:56][CH:57]=[N:58][C:45]=4[C:44]=3[CH2:43]2)[CH3:41])(=[O:39])=[O:38])=[CH:33][CH:32]=1, predict the reaction product. The product is: [F:30][C:31]1[CH:36]=[CH:35][C:34]([S:37]([N:40]([CH:42]2[CH2:50][CH2:49][C:48]3[N:47]([CH2:51][C:52]([OH:54])=[O:53])[C:46]4[CH:55]=[CH:56][CH:57]=[N:58][C:45]=4[C:44]=3[CH2:43]2)[CH3:41])(=[O:39])=[O:38])=[CH:33][CH:32]=1. (6) Given the reactants [NH2:1][CH2:2][CH2:3][CH2:4][C@H:5]([NH:9][C:10]([C:12]1[C:13](=[O:31])[N:14]([CH:18]([C:25]2[CH:30]=[CH:29][CH:28]=[CH:27][CH:26]=2)[C:19]2[CH:24]=[CH:23][CH:22]=[CH:21][CH:20]=2)[CH:15]=[CH:16][CH:17]=1)=[O:11])[C:6]([OH:8])=[O:7].C([O-])([O-])=O.[Na+].[Na+].Cl[C:39]([O:41][CH2:42][CH:43]1[C:55]2[CH:54]=[CH:53][CH:52]=[CH:51][C:50]=2[C:49]2[C:44]1=[CH:45][CH:46]=[CH:47][CH:48]=2)=[O:40].Cl, predict the reaction product. The product is: [C:19]1([CH:18]([C:25]2[CH:26]=[CH:27][CH:28]=[CH:29][CH:30]=2)[N:14]2[CH:15]=[CH:16][CH:17]=[C:12]([C:10]([NH:9][C@@H:5]([CH2:4][CH2:3][CH2:2][NH:1][C:39]([O:41][CH2:42][CH:43]3[C:44]4[CH:45]=[CH:46][CH:47]=[CH:48][C:49]=4[C:50]4[C:55]3=[CH:54][CH:53]=[CH:52][CH:51]=4)=[O:40])[C:6]([OH:8])=[O:7])=[O:11])[C:13]2=[O:31])[CH:24]=[CH:23][CH:22]=[CH:21][CH:20]=1. (7) Given the reactants [F:1][C:2]1[C:30]([F:31])=[CH:29][CH:28]=[CH:27][C:3]=1[O:4][C:5]1[CH:10]=[CH:9][C:8]([C:11]2[C:19]3[C:14](=[N:15][CH:16]=[N:17][C:18]=3[NH2:20])[N:13]([C@@H:21]3[CH2:26][CH2:25][CH2:24][NH:23][CH2:22]3)[N:12]=2)=[CH:7][CH:6]=1.CN(C(ON1N=NC2C=CC=NC1=2)=[N+](C)C)C.F[P-](F)(F)(F)(F)F.C(N(CC)CC)C.[C:63]([CH2:65][C:66](O)=[O:67])#[N:64], predict the reaction product. The product is: [NH2:20][C:18]1[N:17]=[CH:16][N:15]=[C:14]2[N:13]([C@@H:21]3[CH2:26][CH2:25][CH2:24][N:23]([C:66](=[O:67])[CH2:65][C:63]#[N:64])[CH2:22]3)[N:12]=[C:11]([C:8]3[CH:7]=[CH:6][C:5]([O:4][C:3]4[CH:27]=[CH:28][CH:29]=[C:30]([F:31])[C:2]=4[F:1])=[CH:10][CH:9]=3)[C:19]=12.